From a dataset of Full USPTO retrosynthesis dataset with 1.9M reactions from patents (1976-2016). Predict the reactants needed to synthesize the given product. (1) Given the product [C:1]([C:5]1[CH:6]=[C:7]2[C:12](=[CH:13][CH:14]=1)[C:11](=[O:15])[NH:10][CH:9]=[CH:8]2)([CH3:4])([CH3:2])[CH3:3], predict the reactants needed to synthesize it. The reactants are: [C:1]([C:5]1[CH:6]=[C:7]2[C:12](=[CH:13][CH:14]=1)[C:11](=[O:15])[NH:10][CH2:9][CH2:8]2)([CH3:4])([CH3:3])[CH3:2]. (2) Given the product [C:16]1([CH2:15][CH2:14][CH2:13][CH2:12][CH2:11][O:10][C:8](=[O:9])[NH:7][C@H:3]2[C:4](=[O:6])[O:5][C@H:2]2[C:22]([CH3:25])([CH3:24])[CH3:23])[CH:21]=[CH:20][CH:19]=[CH:18][CH:17]=1, predict the reactants needed to synthesize it. The reactants are: O[C@@H:2]([C:22]([CH3:25])([CH3:24])[CH3:23])[C@@H:3]([NH:7][C:8]([O:10][CH2:11][CH2:12][CH2:13][CH2:14][CH2:15][C:16]1[CH:21]=[CH:20][CH:19]=[CH:18][CH:17]=1)=[O:9])[C:4]([OH:6])=[O:5].CCN(CC)CC.CN(C(ON1N=NC2C=CC=CC1=2)=[N+](C)C)C.[B-](F)(F)(F)F. (3) Given the product [Cl:26][C:27]1[CH:28]=[C:29]([C:30]([N:20]2[CH2:21][CH2:22][CH:17]([N:15]3[C:14](=[O:23])[C:13]([CH3:25])([CH3:24])[C:12]([C:6]4[CH:7]=[CH:8][C:9]([O:10][CH3:11])=[C:4]([O:3][CH3:2])[CH:5]=4)=[N:16]3)[CH2:18][CH2:19]2)=[O:31])[CH:33]=[CH:34][CH:35]=1, predict the reactants needed to synthesize it. The reactants are: Cl.[CH3:2][O:3][C:4]1[CH:5]=[C:6]([C:12]2[C:13]([CH3:25])([CH3:24])[C:14](=[O:23])[N:15]([CH:17]3[CH2:22][CH2:21][NH:20][CH2:19][CH2:18]3)[N:16]=2)[CH:7]=[CH:8][C:9]=1[O:10][CH3:11].[Cl:26][C:27]1[CH:28]=[C:29]([CH:33]=[CH:34][CH:35]=1)[C:30](Cl)=[O:31]. (4) Given the product [C:1]([O:5][C:6]([N:8]1[CH2:20][C@@H:19]([CH3:21])[N:18]2[C@H:10]([CH2:11][C:12]3[C:17]2=[N:16][C:15]([CH:22]([F:24])[F:23])=[C:14]([CH2:25][O:26][CH2:29][CH3:30])[CH:13]=3)[CH2:9]1)=[O:7])([CH3:2])([CH3:3])[CH3:4], predict the reactants needed to synthesize it. The reactants are: [C:1]([O:5][C:6]([N:8]1[CH2:20][C@@H:19]([CH3:21])[N:18]2[C@H:10]([CH2:11][C:12]3[C:17]2=[N:16][C:15]([CH:22]([F:24])[F:23])=[C:14]([CH2:25][OH:26])[CH:13]=3)[CH2:9]1)=[O:7])([CH3:4])([CH3:3])[CH3:2].[H-].[Na+].[CH2:29](Br)[CH3:30]. (5) The reactants are: [F:1][C:2]1[CH:3]=[CH:4][C:5]([N:13]2[CH2:18][CH2:17][NH:16][CH2:15][CH2:14]2)=[C:6]2[C:11]=1[N:10]=[C:9]([CH3:12])[CH:8]=[CH:7]2.Cl[CH2:20][CH2:21][C:22]1[CH:23]=[CH:24][C:25]2[O:30][CH2:29][C:28](=[O:31])[N:27]([CH3:32])[C:26]=2[CH:33]=1.[I-].[Na+].C(=O)([O-])[O-].[Na+].[Na+]. Given the product [F:1][C:2]1[CH:3]=[CH:4][C:5]([N:13]2[CH2:18][CH2:17][N:16]([CH2:20][CH2:21][C:22]3[CH:23]=[CH:24][C:25]4[O:30][CH2:29][C:28](=[O:31])[N:27]([CH3:32])[C:26]=4[CH:33]=3)[CH2:15][CH2:14]2)=[C:6]2[C:11]=1[N:10]=[C:9]([CH3:12])[CH:8]=[CH:7]2, predict the reactants needed to synthesize it. (6) Given the product [O:26]=[C:18]1[C:19]2[C:20](=[CH:21][CH:22]=[CH:23][CH:24]=2)[O:25][CH:8]([C:9]2[S:10][C:11]([C:14]([O:16][CH3:17])=[O:15])=[CH:12][N:13]=2)[CH2:7]1, predict the reactants needed to synthesize it. The reactants are: C(OC(=O)/[C:7](/[C:18](=[O:26])[C:19]1[CH:24]=[CH:23][CH:22]=[CH:21][C:20]=1[OH:25])=[CH:8]/[C:9]1[S:10][C:11]([C:14]([O:16][CH3:17])=[O:15])=[CH:12][N:13]=1)(C)(C)C.FC(F)(F)C1C=C(NC(N[C@@H]2CCCC[C@H]2N(C)C)=S)C=C(C(F)(F)F)C=1.CC1(C)[C@]2(CS(O)(=O)=O)C(C[C@H]1CC2)=O.